This data is from M1 muscarinic receptor agonist screen with 61,833 compounds. The task is: Binary Classification. Given a drug SMILES string, predict its activity (active/inactive) in a high-throughput screening assay against a specified biological target. (1) The molecule is O1CCN(CC1)c1ccc(NC(=O)c2c(n(nc2C)Cc2ccccc2)C)cc1. The result is 0 (inactive). (2) The drug is o1c2c(c(NC(=O)COC)c1C(=O)Nc1c(OC)cccc1)cccc2. The result is 0 (inactive). (3) The compound is o1c(nnc1C(=O)c1ccccc1)c1ccncc1. The result is 0 (inactive). (4) The result is 1 (active). The compound is S(c1c2c(n(CCNC(=O)c3cc(OC)c(OC)cc3)c1)cccc2)CC(=O)Nc1noc(c1)C. (5) The compound is O=C(N(CCC(CC\C=C(/C)C)C)CCCN(C)C)C. The result is 0 (inactive). (6) The compound is S=c1n(CCO)c(=O)c2c([nH]1)cc(cc2)C(OC)=O. The result is 0 (inactive). (7) The compound is O=C(N1CCC(N2CCN(CC2)c2ccccc2)CC1)c1cc(OC)c(OC)cc1. The result is 0 (inactive). (8) The compound is O(C(=O)N1CCC(CC1)c1nc2n(c1C(OCC)=O)cccc2)CC. The result is 0 (inactive). (9) The molecule is O(CC(=O)N(C(C)C)Cc1cc2c([nH]c1=O)ccc(OC)c2)c1ccccc1. The result is 0 (inactive).